This data is from Forward reaction prediction with 1.9M reactions from USPTO patents (1976-2016). The task is: Predict the product of the given reaction. (1) The product is: [Br:1][C:2]1[CH:7]=[CH:6][C:5]([C:20]2[CH:19]=[CH:18][C:17]3[C:22](=[CH:23][CH:24]=[C:15]([C:9]4[CH:14]=[CH:13][CH:12]=[CH:11][CH:10]=4)[CH:16]=3)[CH:21]=2)=[CH:4][CH:3]=1. Given the reactants [Br:1][C:2]1[CH:7]=[CH:6][C:5](I)=[CH:4][CH:3]=1.[C:9]1([C:15]2[CH:16]=[C:17]3[C:22](=[CH:23][CH:24]=2)[CH:21]=[C:20](B(O)O)[CH:19]=[CH:18]3)[CH:14]=[CH:13][CH:12]=[CH:11][CH:10]=1.C1(C)C=CC=CC=1.C(=O)([O-])[O-].[Na+].[Na+], predict the reaction product. (2) Given the reactants [CH3:1][C:2]1[CH:3]=[C:4]([CH:8]=[CH:9][C:10]=1[C:11]([N:13]1[CH2:17][CH:16]=[CH:15][CH2:14]1)=[O:12])[C:5]([OH:7])=O.CN(C(ON1N=NC2C=CC=CC1=2)=[N+](C)C)C.[B-](F)(F)(F)F.C(N(C(C)C)CC)(C)C.[CH2:49]([O:56][C:57]([NH:59][CH2:60][CH2:61][C@H:62]([NH2:73])[C:63]1[NH:67][C:66]2[CH:68]=[CH:69][C:70]([Cl:72])=[CH:71][C:65]=2[N:64]=1)=[O:58])[C:50]1[CH:55]=[CH:54][CH:53]=[CH:52][CH:51]=1.ClCl, predict the reaction product. The product is: [CH2:49]([O:56][C:57]([NH:59][CH2:60][CH2:61][C@H:62]([NH:73][C:5](=[O:7])[C:4]1[CH:8]=[CH:9][C:10]([C:11]([N:13]2[CH2:17][CH:16]=[CH:15][CH2:14]2)=[O:12])=[C:2]([CH3:1])[CH:3]=1)[C:63]1[NH:67][C:66]2[CH:68]=[CH:69][C:70]([Cl:72])=[CH:71][C:65]=2[N:64]=1)=[O:58])[C:50]1[CH:51]=[CH:52][CH:53]=[CH:54][CH:55]=1. (3) Given the reactants [C:1]([O:5][C:6]([NH:8][C@H:9]1[C:17]2[C:12](=[CH:13][CH:14]=[C:15]([C:18]([O:20][CH3:21])=[O:19])[CH:16]=2)[CH2:11][CH2:10]1)=[O:7])([CH3:4])([CH3:3])[CH3:2].[H-].[Na+].[CH3:24]I, predict the reaction product. The product is: [C:1]([O:5][C:6]([N:8]([CH3:24])[C@H:9]1[C:17]2[C:12](=[CH:13][CH:14]=[C:15]([C:18]([O:20][CH3:21])=[O:19])[CH:16]=2)[CH2:11][CH2:10]1)=[O:7])([CH3:4])([CH3:3])[CH3:2]. (4) Given the reactants [C:1]([N:4]1[C:13]2[C:8](=[CH:9][C:10]([C:14]([NH2:16])=[O:15])=[CH:11][CH:12]=2)[C@H:7]([NH:17][C:18]2[CH:23]=[CH:22][C:21]([N:24]3[CH2:29][CH2:28][O:27][CH2:26][CH2:25]3)=[CH:20][CH:19]=2)[CH2:6][C@@H:5]1[CH3:30])(=[O:3])[CH3:2].[H-].[Na+].[C:33](Cl)(=[O:40])[C:34]1[CH:39]=[CH:38][CH:37]=[CH:36][CH:35]=1.O, predict the reaction product. The product is: [C:1]([N:4]1[C:13]2[C:8](=[CH:9][C:10]([C:14]([NH:16][C:33](=[O:40])[C:34]3[CH:39]=[CH:38][CH:37]=[CH:36][CH:35]=3)=[O:15])=[CH:11][CH:12]=2)[CH:7]([NH:17][C:18]2[CH:19]=[CH:20][C:21]([N:24]3[CH2:25][CH2:26][O:27][CH2:28][CH2:29]3)=[CH:22][CH:23]=2)[CH2:6][CH:5]1[CH3:30])(=[O:3])[CH3:2]. (5) Given the reactants [C:1]([O:4][CH2:5][C:6]([NH:29][C:30](=[O:32])[CH3:31])([CH2:24][O:25][C:26](=[O:28])[CH3:27])[CH2:7][CH2:8][C:9]1[CH:14]=[CH:13][C:12]([C:15]2[CH:20]=[CH:19][C:18](Br)=[CH:17][C:16]=2[F:22])=[CH:11][C:10]=1[Cl:23])(=[O:3])[CH3:2].[CH3:33][C:34]1[CH:39]=[CH:38][C:37]([SH:40])=[CH:36][CH:35]=1.C(N(C(C)C)CC)(C)C.O, predict the reaction product. The product is: [C:1]([O:4][CH2:5][C:6]([NH:29][C:30](=[O:32])[CH3:31])([CH2:24][O:25][C:26](=[O:28])[CH3:27])[CH2:7][CH2:8][C:9]1[CH:14]=[CH:13][C:12]([C:15]2[CH:20]=[CH:19][C:18]([S:40][C:37]3[CH:38]=[CH:39][C:34]([CH3:33])=[CH:35][CH:36]=3)=[CH:17][C:16]=2[F:22])=[CH:11][C:10]=1[Cl:23])(=[O:3])[CH3:2].